This data is from Full USPTO retrosynthesis dataset with 1.9M reactions from patents (1976-2016). The task is: Predict the reactants needed to synthesize the given product. (1) The reactants are: [NH:1]([C:3]1[N:8]([CH2:9][CH:10]([CH3:12])[CH3:11])[C:7](=[O:13])[NH:6][C:5](=[O:14])[CH:4]=1)[NH2:2].[Cl:15][C:16]1[CH:17]=[C:18]2[C:23](=[CH:24][CH:25]=1)[N:22]=[CH:21][CH:20]=[C:19]2[CH:26]=O.[CH3:28][N:29]1[CH:33]=[CH:32][CH:31]=[C:30]1[CH:34]=O. Given the product [Cl:15][C:16]1[CH:17]=[C:18]2[C:23](=[CH:24][CH:25]=1)[N:22]=[CH:21][CH:20]=[C:19]2[CH2:26][N:2]1[C:34]([C:30]2[N:29]([CH3:28])[CH:33]=[CH:32][CH:31]=2)=[C:4]2[C:3]([N:8]([CH2:9][CH:10]([CH3:11])[CH3:12])[C:7](=[O:13])[NH:6][C:5]2=[O:14])=[N:1]1, predict the reactants needed to synthesize it. (2) Given the product [I:1][C:2]1[C:3]([C:8]([O:10][CH2:11][CH3:12])=[O:9])=[N:4][N:5]([CH:14]2[CH2:15][CH2:16][CH2:17][CH2:18][O:13]2)[C:6]=1[CH3:7], predict the reactants needed to synthesize it. The reactants are: [I:1][C:2]1[C:3]([C:8]([O:10][CH2:11][CH3:12])=[O:9])=[N:4][NH:5][C:6]=1[CH3:7].[O:13]1[CH:18]=[CH:17][CH2:16][CH2:15][CH2:14]1.C1(C)C=CC(S(O)(=O)=O)=CC=1. (3) The reactants are: [CH:1]1([C:4]#[CH:5])[CH2:3][CH2:2]1.[Cl:6][C:7]1[C:12]([F:13])=[C:11]([Cl:14])[N:10]=[C:9](S(C)(=O)=O)[N:8]=1. Given the product [Cl:6][C:7]1[C:12]([F:13])=[C:11]([Cl:14])[N:10]=[C:9]([C:5]#[C:4][CH:1]2[CH2:3][CH2:2]2)[N:8]=1, predict the reactants needed to synthesize it. (4) Given the product [F:18][C:15]1[CH:16]=[CH:17][C:12]([C:10]2[C:3]3[C:2](=[CH:7][CH:6]=[C:5]([C:8]#[N:9])[CH:4]=3)[NH:21][N:20]=2)=[CH:13][CH:14]=1, predict the reactants needed to synthesize it. The reactants are: F[C:2]1[CH:7]=[CH:6][C:5]([C:8]#[N:9])=[CH:4][C:3]=1[C:10]([C:12]1[CH:17]=[CH:16][C:15]([F:18])=[CH:14][CH:13]=1)=O.O.[NH2:20][NH2:21].NN. (5) Given the product [F:1][C:2]1[C:3]([N+:10]([O-:12])=[O:11])=[C:4]([NH:5][CH:13]=[O:16])[CH:6]=[C:7]([O:19][C:20]2[CH:27]=[CH:26][C:23]([CH:24]=[O:25])=[CH:22][CH:21]=2)[CH:8]=1, predict the reactants needed to synthesize it. The reactants are: [F:1][C:2]1[C:3]([N+:10]([O-:12])=[O:11])=[C:4]([CH:6]=[C:7](F)[CH:8]=1)[NH2:5].[C:13]([O-:16])([O-])=O.[Cs+].[Cs+].[OH:19][C:20]1[CH:27]=[CH:26][C:23]([CH:24]=[O:25])=[CH:22][CH:21]=1.O.